The task is: Predict the reaction yield, written as a fraction of the theoretical maximum amount of product (1.0 means a 100% yield; for example, 0.34 means a 34% yield).. This data is from Reaction yield outcomes from USPTO patents with 853,638 reactions. (1) The reactants are [F:1][C:2]1[CH:7]=[CH:6][CH:5]=[C:4]([F:8])[C:3]=1[NH:9][C:10](=[O:47])[C:11]1[CH:16]=[CH:15][CH:14]=[C:13]([C:17]2[N:18]=[C:19]3[CH:24]=[CH:23][CH:22]=[CH:21][N:20]3[C:25]=2[C:26]2[CH:31]=[CH:30][N:29]=[C:28]([NH:32][C:33]3[CH:38]=[CH:37][C:36]([O:39][CH:40]4[CH2:45][CH2:44][NH:43][CH2:42][CH2:41]4)=[CH:35][C:34]=3[CH3:46])[N:27]=2)[CH:12]=1.[CH:48]([S:50]([CH3:53])(=[O:52])=[O:51])=[CH2:49]. The catalyst is C1COCC1. The product is [F:1][C:2]1[CH:7]=[CH:6][CH:5]=[C:4]([F:8])[C:3]=1[NH:9][C:10](=[O:47])[C:11]1[CH:16]=[CH:15][CH:14]=[C:13]([C:17]2[N:18]=[C:19]3[CH:24]=[CH:23][CH:22]=[CH:21][N:20]3[C:25]=2[C:26]2[CH:31]=[CH:30][N:29]=[C:28]([NH:32][C:33]3[CH:38]=[CH:37][C:36]([O:39][CH:40]4[CH2:45][CH2:44][N:43]([CH2:49][CH2:48][S:50]([CH3:53])(=[O:52])=[O:51])[CH2:42][CH2:41]4)=[CH:35][C:34]=3[CH3:46])[N:27]=2)[CH:12]=1. The yield is 0.400. (2) The reactants are [NH:1]1[CH:5]=[CH:4][CH:3]=[C:2]1/[CH:6]=[C:7]1\[C:8](=[O:16])[NH:9][C:10]2[C:15]\1=[CH:14][CH:13]=[CH:12][CH:11]=2.[CH2:17]=O.[NH:19]1[CH2:24][CH2:23][CH2:22][CH2:21][CH2:20]1. The catalyst is CCO. The product is [N:19]1([CH2:17][N:9]2[C:10]3[C:15](=[CH:14][CH:13]=[CH:12][CH:11]=3)[C:7](=[CH:6][C:2]3[NH:1][CH:5]=[CH:4][CH:3]=3)[C:8]2=[O:16])[CH2:24][CH2:23][CH2:22][CH2:21][CH2:20]1. The yield is 0.770. (3) The reactants are Cl.[Cl:2][C:3]1[N:4]=[C:5]([C:10]([NH:12][C@H:13]2[CH2:18][CH2:17][NH:16][CH2:15][C@H:14]2[O:19][CH2:20][CH3:21])=[O:11])[NH:6][C:7]=1[CH2:8][CH3:9].[C:22]([C:30](O)=[O:31])(=[O:29])[C:23]1[CH:28]=[CH:27][CH:26]=[CH:25][CH:24]=1. The catalyst is CN(C=O)C. The product is [Cl:2][C:3]1[N:4]=[C:5]([C:10]([NH:12][C@H:13]2[CH2:18][CH2:17][N:16]([C:30](=[O:31])[C:22](=[O:29])[C:23]3[CH:28]=[CH:27][CH:26]=[CH:25][CH:24]=3)[CH2:15][C@H:14]2[O:19][CH2:20][CH3:21])=[O:11])[NH:6][C:7]=1[CH2:8][CH3:9]. The yield is 0.670. (4) The reactants are [CH:1]1[C:10]2[C:5](=[CH:6][CH:7]=[CH:8][CH:9]=2)[C:4]([C:11]([OH:13])=[O:12])=[CH:3][N:2]=1.[CH3:14]CN=C=NCCCN(C)C.C1C=CC2N(O)N=NC=2C=1.CO. The catalyst is C(Cl)Cl.CN(C1C=CN=CC=1)C. The product is [CH:1]1[C:10]2[C:5](=[CH:6][CH:7]=[CH:8][CH:9]=2)[C:4]([C:11]([O:13][CH3:14])=[O:12])=[CH:3][N:2]=1. The yield is 0.540. (5) The reactants are [H-].[Na+].[Br:3][C:4]1[CH:5]=[CH:6][C:7]2[NH:8][C:9]3[C:14]([C:15]=2[CH:16]=1)=[CH:13][C:12]([Br:17])=[CH:11][CH:10]=3.[O:18]1[CH2:20][CH:19]1[CH2:21][CH2:22][NH:23][C:24]1[CH:29]=[CH:28][CH:27]=[CH:26][CH:25]=1. The catalyst is C1COCC1. The product is [Br:17][C:12]1[CH:11]=[CH:10][C:9]2[N:8]([CH2:20][CH:19]([OH:18])[CH2:21][CH2:22][NH:23][C:24]3[CH:29]=[CH:28][CH:27]=[CH:26][CH:25]=3)[C:7]3[C:15]([C:14]=2[CH:13]=1)=[CH:16][C:4]([Br:3])=[CH:5][CH:6]=3. The yield is 0.575. (6) The reactants are [CH3:1][O:2][C:3]1[CH:4]=[C:5]([OH:9])[CH:6]=[CH:7][CH:8]=1.C(=O)([O-])[O-].[K+].[K+].[F:16][C:17]1[CH:26]=[C:25](F)[C:24]([F:28])=[CH:23][C:18]=1[C:19]([O:21][CH3:22])=[O:20]. The catalyst is CS(C)=O.O. The product is [F:16][C:17]1[CH:26]=[C:25]([O:9][C:5]2[CH:6]=[CH:7][CH:8]=[C:3]([O:2][CH3:1])[CH:4]=2)[C:24]([F:28])=[CH:23][C:18]=1[C:19]([O:21][CH3:22])=[O:20]. The yield is 0.660. (7) The reactants are [N+:1]([C:4]1[CH:9]=[CH:8][C:7]([C:10](=[O:24])[CH2:11][CH2:12][C:13]([C:15]2[CH:20]=[CH:19][C:18]([N+:21]([O-:23])=[O:22])=[CH:17][CH:16]=2)=[O:14])=[CH:6][CH:5]=1)([O-:3])=[O:2].[BH4-].[Na+].O. The catalyst is C1COCC1. The product is [N+:1]([C:4]1[CH:9]=[CH:8][C:7]([CH:10]([OH:24])[CH2:11][CH2:12][CH:13]([C:15]2[CH:20]=[CH:19][C:18]([N+:21]([O-:23])=[O:22])=[CH:17][CH:16]=2)[OH:14])=[CH:6][CH:5]=1)([O-:3])=[O:2]. The yield is 0.810. (8) The reactants are [CH:1]1([NH:4][C:5](=O)[CH2:6][NH:7][C:8]([C:10]2[CH:11]=[N:12][CH:13]=[CH:14][CH:15]=2)=[S:9])[CH2:3][CH2:2]1.P(Cl)(Cl)(O[Cl:20])=O. The catalyst is C(#N)C. The product is [ClH:20].[CH:1]1([NH:4][C:5]2[S:9][C:8]([C:10]3[CH:11]=[N:12][CH:13]=[CH:14][CH:15]=3)=[N:7][CH:6]=2)[CH2:3][CH2:2]1. The yield is 1.00.